From a dataset of Forward reaction prediction with 1.9M reactions from USPTO patents (1976-2016). Predict the product of the given reaction. (1) Given the reactants Cl[C:2]1[N:7]2[N:8]=[CH:9][C:10]([C:11]([O:13][CH2:14][CH3:15])=[O:12])=[C:6]2[N:5]=[CH:4][C:3]=1[C:16]([N:18]1[CH2:23][CH2:22][C:21]2([C:27]3[C:28]([F:32])=[CH:29][CH:30]=[CH:31][C:26]=3[O:25][CH2:24]2)[CH2:20][CH2:19]1)=[O:17].[F:33][C:34]1[CH:40]=[CH:39][C:37]([NH2:38])=[C:36]([CH3:41])[CH:35]=1, predict the reaction product. The product is: [CH2:14]([O:13][C:11]([C:10]1[CH:9]=[N:8][N:7]2[C:2]([NH:38][C:37]3[CH:39]=[CH:40][C:34]([F:33])=[CH:35][C:36]=3[CH3:41])=[C:3]([C:16]([N:18]3[CH2:23][CH2:22][C:21]4([C:27]5[C:28]([F:32])=[CH:29][CH:30]=[CH:31][C:26]=5[O:25][CH2:24]4)[CH2:20][CH2:19]3)=[O:17])[CH:4]=[N:5][C:6]=12)=[O:12])[CH3:15]. (2) The product is: [CH2:7]([O:14][CH:15]1[C@H:20]([N:21]=[C:2]=[O:3])[C@@H:19]([O:22][CH2:23][C:24]2[CH:29]=[CH:28][CH:27]=[CH:26][CH:25]=2)[C@H:18]([O:30][CH2:31][C:32]2[CH:33]=[CH:34][CH:35]=[CH:36][CH:37]=2)[C@@H:17]([CH2:38][O:39][CH2:40][C:41]2[CH:42]=[CH:43][CH:44]=[CH:45][CH:46]=2)[O:16]1)[C:8]1[CH:9]=[CH:10][CH:11]=[CH:12][CH:13]=1. Given the reactants O.[C:2]([O-])(O)=[O:3].[Na+].[CH2:7]([O:14][CH:15]1[C@H:20]([NH2:21])[C@@H:19]([O:22][CH2:23][C:24]2[CH:29]=[CH:28][CH:27]=[CH:26][CH:25]=2)[C@H:18]([O:30][CH2:31][C:32]2[CH:37]=[CH:36][CH:35]=[CH:34][CH:33]=2)[C@@H:17]([CH2:38][O:39][CH2:40][C:41]2[CH:46]=[CH:45][CH:44]=[CH:43][CH:42]=2)[O:16]1)[C:8]1[CH:13]=[CH:12][CH:11]=[CH:10][CH:9]=1.C(Cl)(Cl)=O, predict the reaction product. (3) Given the reactants [NH2:1][C:2]1[CH:3]=[C:4]([C:8]2[C:9]3[CH:36]=[C:35]([Cl:37])[CH:34]=[CH:33][C:10]=3[N:11](CC3C=CC(OC)=CC=3)[C:12](=[O:23])[CH:13]([CH2:15][C:16]3[CH:21]=[CH:20][CH:19]=[CH:18][C:17]=3[Cl:22])[N:14]=2)[CH:5]=[N:6][CH:7]=1.[Cl-].[Al+3].[Cl-].[Cl-], predict the reaction product. The product is: [NH2:1][C:2]1[CH:3]=[C:4]([C:8]2[C:9]3[CH:36]=[C:35]([Cl:37])[CH:34]=[CH:33][C:10]=3[NH:11][C:12](=[O:23])[CH:13]([CH2:15][C:16]3[CH:21]=[CH:20][CH:19]=[CH:18][C:17]=3[Cl:22])[N:14]=2)[CH:5]=[N:6][CH:7]=1. (4) Given the reactants [H-].[Na+].[CH:3]1[C:13]2[CH2:12][O:11][C:10]3[CH:14]=[CH:15][CH:16]=[CH:17][C:9]=3[NH:8][C:7]=2[CH:6]=[CH:5][CH:4]=1.[CH3:18][N:19]([CH3:38])[C:20]1[CH:37]=[CH:36][C:23]([CH2:24][CH2:25][N:26]2[CH2:30][CH2:29][C@H:28](OS(C)(=O)=O)[CH2:27]2)=[CH:22][CH:21]=1, predict the reaction product. The product is: [CH3:38][N:19]([CH3:18])[C:20]1[CH:21]=[CH:22][C:23]([CH2:24][CH2:25][N:26]2[CH2:30][CH2:29][C@@H:28]([N:8]3[C:7]4[CH:6]=[CH:5][CH:4]=[CH:3][C:13]=4[CH2:12][O:11][C:10]4[CH:14]=[CH:15][CH:16]=[CH:17][C:9]3=4)[CH2:27]2)=[CH:36][CH:37]=1. (5) Given the reactants C(O)(C(F)(F)F)=O.[OH:8][C:9]([CH3:31])([CH3:30])[CH2:10][C@@:11]1([C:24]2[CH:29]=[CH:28][CH:27]=[CH:26][CH:25]=2)[O:16][C:15](=[O:17])[N:14]([C@H:18]2[CH2:23][CH2:22][CH2:21][NH:20][CH2:19]2)[CH2:13][CH2:12]1.Cl[C:33]1[CH:34]=[CH:35][C:36]2[N:37]([CH:39]=[CH:40][N:41]=2)[N:38]=1.CCN(C(C)C)C(C)C, predict the reaction product. The product is: [OH:8][C:9]([CH3:31])([CH3:30])[CH2:10][C@@:11]1([C:24]2[CH:25]=[CH:26][CH:27]=[CH:28][CH:29]=2)[O:16][C:15](=[O:17])[N:14]([C@H:18]2[CH2:23][CH2:22][CH2:21][N:20]([C:33]3[CH:34]=[CH:35][C:36]4[N:37]([CH:39]=[CH:40][N:41]=4)[N:38]=3)[CH2:19]2)[CH2:13][CH2:12]1. (6) Given the reactants [CH2:1]([O:3][C:4]([C:6]1[CH:7]=[N:8][N:9]([C:11]2[CH:16]=[CH:15][C:14]([C:17]#[N:18])=[CH:13][CH:12]=2)[CH:10]=1)=[O:5])[CH3:2].[ClH:19], predict the reaction product. The product is: [ClH:19].[CH2:1]([O:3][C:4]([C:6]1[CH:7]=[N:8][N:9]([C:11]2[CH:16]=[CH:15][C:14]([CH2:17][NH2:18])=[CH:13][CH:12]=2)[CH:10]=1)=[O:5])[CH3:2]. (7) Given the reactants [Br:1][C:2]1[C:3]([NH:23][S:24]([CH3:27])(=[O:26])=[O:25])=[CH:4][C:5]2[O:9][C:8]([C:10]3[CH:15]=[CH:14][C:13]([F:16])=[CH:12][C:11]=3[F:17])=[C:7]([C:18]([NH:20][CH3:21])=[O:19])[C:6]=2[CH:22]=1.[C:28]([O-])([O-])=O.[K+].[K+].N[C@H](C(O)=O)CCSC, predict the reaction product. The product is: [Br:1][C:2]1[C:3]([N:23]([CH3:28])[S:24]([CH3:27])(=[O:25])=[O:26])=[CH:4][C:5]2[O:9][C:8]([C:10]3[CH:15]=[CH:14][C:13]([F:16])=[CH:12][C:11]=3[F:17])=[C:7]([C:18]([NH:20][CH3:21])=[O:19])[C:6]=2[CH:22]=1. (8) Given the reactants CN(C=O)C.[CH3:6][O:7][C:8]1[CH:13]=[CH:12][C:11]([C:14]2[C:23](=[O:24])[C:22]3[C:17](=[C:18]([O:28][CH2:29][CH2:30][CH3:31])[CH:19]=[C:20]4[CH2:27][CH2:26][CH2:25][C:21]4=3)[NH:16][CH:15]=2)=[CH:10][CH:9]=1.[H-].[Na+].Br[CH2:35][CH2:36][CH2:37][Cl:38], predict the reaction product. The product is: [Cl:38][CH2:37][CH2:36][CH2:35][N:16]1[CH:15]=[C:14]([C:11]2[CH:10]=[CH:9][C:8]([O:7][CH3:6])=[CH:13][CH:12]=2)[C:23](=[O:24])[C:22]2[C:17]1=[C:18]([O:28][CH2:29][CH2:30][CH3:31])[CH:19]=[C:20]1[CH2:27][CH2:26][CH2:25][C:21]1=2. (9) The product is: [C:16]([O:15][C:13]([N:11]([CH3:12])[C:9]1[C:8]([O:20][CH3:21])=[C:7]2[C:3]([C:4]3[CH:32]=[C:31]([CH3:33])[CH:30]=[N:29][C:5]=3[N:6]2[C:22]([O:24][C:25]([CH3:28])([CH3:26])[CH3:27])=[O:23])=[C:2]([C:41]2[CH:42]=[CH:43][CH:44]=[C:39]([S:36]([CH2:34][CH3:35])(=[O:37])=[O:38])[CH:40]=2)[CH:10]=1)=[O:14])([CH3:18])([CH3:19])[CH3:17]. Given the reactants Br[C:2]1[CH:10]=[C:9]([N:11]([C:13]([O:15][C:16]([CH3:19])([CH3:18])[CH3:17])=[O:14])[CH3:12])[C:8]([O:20][CH3:21])=[C:7]2[C:3]=1[C:4]1[CH:32]=[C:31]([CH3:33])[CH:30]=[N:29][C:5]=1[N:6]2[C:22]([O:24][C:25]([CH3:28])([CH3:27])[CH3:26])=[O:23].[CH2:34]([S:36]([C:39]1[CH:40]=[C:41](B(O)O)[CH:42]=[CH:43][CH:44]=1)(=[O:38])=[O:37])[CH3:35].O1CCOCC1.C([O-])([O-])=O.[K+].[K+], predict the reaction product.